From a dataset of Forward reaction prediction with 1.9M reactions from USPTO patents (1976-2016). Predict the product of the given reaction. (1) Given the reactants [NH2:1][C:2]1[CH:3]=[C:4]([CH:21]=[CH:22][C:23]=1[F:24])[O:5][C:6]1[CH:7]=[CH:8][C:9]2[N:10]([CH:12]=[C:13]([NH:15][C:16]([CH:18]3[CH2:20][CH2:19]3)=[O:17])[N:14]=2)[N:11]=1.[CH3:25][C:26]1[O:27][C:28]([CH3:34])=[C:29]([C:31](Cl)=[O:32])[N:30]=1.O, predict the reaction product. The product is: [CH:18]1([C:16]([NH:15][C:13]2[N:14]=[C:9]3[CH:8]=[CH:7][C:6]([O:5][C:4]4[CH:21]=[CH:22][C:23]([F:24])=[C:2]([NH:1][C:31]([C:29]5[N:30]=[C:26]([CH3:25])[O:27][C:28]=5[CH3:34])=[O:32])[CH:3]=4)=[N:11][N:10]3[CH:12]=2)=[O:17])[CH2:20][CH2:19]1. (2) Given the reactants [OH:1][C:2]1[CH:7]=[CH:6][C:5]([C:8]2[S:9][C:10]([C:14]([O:16][CH2:17][CH3:18])=[O:15])=[C:11]([CH3:13])[N:12]=2)=[CH:4][C:3]=1[N:19]1[CH:23]=[N:22][N:21]=[N:20]1.C(=O)([O-])[O-].[K+].[K+].Br[CH2:31][C:32]([CH3:34])=[CH2:33].O, predict the reaction product. The product is: [CH3:13][C:11]1[N:12]=[C:8]([C:5]2[CH:6]=[CH:7][C:2]([O:1][CH:31]=[C:32]([CH3:34])[CH3:33])=[C:3]([N:19]3[CH:23]=[N:22][N:21]=[N:20]3)[CH:4]=2)[S:9][C:10]=1[C:14]([O:16][CH2:17][CH3:18])=[O:15].